Dataset: Forward reaction prediction with 1.9M reactions from USPTO patents (1976-2016). Task: Predict the product of the given reaction. Given the reactants Cl[C:2]1[C:11]2=[N:12][N:13](CC3C=CC(OC)=CC=3)[CH:14]=[C:10]2[C:9]2[CH:8]=[C:7]([O:24][CH3:25])[CH:6]=[C:5]([O:26][CH3:27])[C:4]=2[N:3]=1.[NH2:28][C:29]1[CH:34]=[CH:33][C:32]([C:35]([N:37]2[CH2:42][CH2:41][N:40]([CH3:43])[CH2:39][CH2:38]2)=O)=[CH:31][CH:30]=1.Cl.[OH-].[Na+], predict the reaction product. The product is: [CH3:27][O:26][C:5]1[C:4]2[N:3]=[C:2]([NH:28][C:29]3[CH:30]=[CH:31][C:32]([CH2:35][N:37]4[CH2:38][CH2:39][N:40]([CH3:43])[CH2:41][CH2:42]4)=[CH:33][CH:34]=3)[C:11]3=[N:12][NH:13][CH:14]=[C:10]3[C:9]=2[CH:8]=[C:7]([O:24][CH3:25])[CH:6]=1.